From a dataset of HIV replication inhibition screening data with 41,000+ compounds from the AIDS Antiviral Screen. Binary Classification. Given a drug SMILES string, predict its activity (active/inactive) in a high-throughput screening assay against a specified biological target. (1) The molecule is O=C(C(=NNc1ccc([N+](=O)[O-])cc1)c1ccccc1)c1ccccc1. The result is 0 (inactive). (2) The molecule is COc1cc(CC2C(=O)OCC2C(OC(C)=O)c2ccc3c(c2)OCO3)c(Br)c(OC)c1OC. The result is 0 (inactive). (3) The molecule is O=C1C2N=NNC2C(=O)N1c1ccccc1. The result is 0 (inactive). (4) The molecule is N#Cc1ccc(N=NN2CCCC2)cc1. The result is 0 (inactive). (5) The drug is CCOC(=O)C(=O)Nc1c(N(CC)CC)n2ccccc2nc1=O.Cl. The result is 0 (inactive). (6) The compound is CCOc1cc2c(cc1O)C(=NNS(=O)(=O)c1ccc(C)cc1)CC1C2CCC2(C)C(O)CCC12. The result is 0 (inactive).